From a dataset of NCI-60 drug combinations with 297,098 pairs across 59 cell lines. Regression. Given two drug SMILES strings and cell line genomic features, predict the synergy score measuring deviation from expected non-interaction effect. Synergy scores: CSS=0.624, Synergy_ZIP=-2.33, Synergy_Bliss=-3.95, Synergy_Loewe=-5.39, Synergy_HSA=-4.58. Drug 2: CC1=C2C(C(=O)C3(C(CC4C(C3C(C(C2(C)C)(CC1OC(=O)C(C(C5=CC=CC=C5)NC(=O)OC(C)(C)C)O)O)OC(=O)C6=CC=CC=C6)(CO4)OC(=O)C)O)C)O. Drug 1: C1=NC2=C(N=C(N=C2N1C3C(C(C(O3)CO)O)F)Cl)N. Cell line: SF-268.